Dataset: Peptide-MHC class II binding affinity with 134,281 pairs from IEDB. Task: Regression. Given a peptide amino acid sequence and an MHC pseudo amino acid sequence, predict their binding affinity value. This is MHC class II binding data. (1) The peptide sequence is STHEMYYVSGARSNV. The MHC is DRB1_0301 with pseudo-sequence DRB1_0301. The binding affinity (normalized) is 0.395. (2) The peptide sequence is PANDKFTVFEAAFNDAIKE. The MHC is HLA-DPA10103-DPB10401 with pseudo-sequence HLA-DPA10103-DPB10401. The binding affinity (normalized) is 0.232. (3) The peptide sequence is NSLVYGASDSNVYDL. The MHC is DRB1_0701 with pseudo-sequence DRB1_0701. The binding affinity (normalized) is 0.510. (4) The peptide sequence is VEFEPPHAATIRVLA. The MHC is HLA-DQA10103-DQB10603 with pseudo-sequence HLA-DQA10103-DQB10603. The binding affinity (normalized) is 0.296.